This data is from Antibody paratope prediction from SAbDab with 1,023 antibody chains. The task is: Token-level Classification. Given an antibody amino acid sequence, predict which amino acid positions are active in antigen binding. Output is a list of indices for active paratope positions. Given the antibody sequence: DIQMTQSPSSLSASVGDRVTITCRASESVDNYGISFMNWFQQKPGKAPKLLIYSASNHASGVPSRFSGSGSGTDFTLTISSLQPEDFATYYCHQSKEAPYAFGQGTKVEIK, which amino acid positions are active in antigen binding (paratope)? The paratope positions are: [30, 31, 32, 33].